From a dataset of Cav3 T-type calcium channel HTS with 100,875 compounds. Binary Classification. Given a drug SMILES string, predict its activity (active/inactive) in a high-throughput screening assay against a specified biological target. (1) The drug is S(CC(OC1CCCCC1)=O)c1n(c(nn1)COc1cc2c(cc1)cccc2)C. The result is 0 (inactive). (2) The molecule is S(=O)(=O)(Cc1ccc(cc1)C(OCc1cc(ccc1)C(OC)=O)=O)c1ccc(cc1)C. The result is 0 (inactive). (3) The result is 0 (inactive). The molecule is Brc1ccc(c2oc(C(=O)Nc3cc(OC)c(NC(=O)C(C)C)cc3)cc2)cc1. (4) The compound is O(c1n(nc2c1ccc(c2)C(=O)NCc1cc2OCOc2cc1)CCOC)CC. The result is 0 (inactive). (5) The compound is S(=O)(=O)(NCCC(O)=O)c1ccc(Oc2c(cccc2)C)cc1. The result is 0 (inactive). (6) The molecule is Brc1sc(NC(=O)C(n2cccc2)Cc2ccccc2)nc1. The result is 1 (active).